From a dataset of Reaction yield outcomes from USPTO patents with 853,638 reactions. Predict the reaction yield, written as a fraction of the theoretical maximum amount of product (1.0 means a 100% yield; for example, 0.34 means a 34% yield). (1) The reactants are [CH2:1]([O:3][C:4]1[CH:9]=[C:8]([F:10])[CH:7]=[CH:6][C:5]=1[C:11]([F:18])([F:17])[C:12]([O:14]CC)=[O:13])[CH3:2].O.[OH-].[Li+]. The catalyst is O1CCCC1.CO.O. The product is [CH2:1]([O:3][C:4]1[CH:9]=[C:8]([F:10])[CH:7]=[CH:6][C:5]=1[C:11]([F:18])([F:17])[C:12]([OH:14])=[O:13])[CH3:2]. The yield is 0.670. (2) The reactants are O.[NH2:2][NH2:3].Cl[CH2:5][CH2:6][CH2:7][NH:8][C:9](=[O:15])[O:10][C:11]([CH3:14])([CH3:13])[CH3:12]. The catalyst is C(O)C. The product is [NH:2]([CH2:5][CH2:6][CH2:7][NH:8][C:9](=[O:15])[O:10][C:11]([CH3:14])([CH3:13])[CH3:12])[NH2:3]. The yield is 0.430. (3) The reactants are [CH:1]([C:3]1[CH:8]=[CH:7][C:6]([C:9]2[CH:14]=[CH:13][N:12]=[C:11]([C:15]([O:17][CH2:18]C)=[O:16])[CH:10]=2)=[CH:5][CH:4]=1)=O.[CH3:20]/C(/[O-])=C(/P(OC)(OC)=O)\[N+]#N.C([O-])([O-])=O.[K+].[K+]. The catalyst is CO.O. The product is [C:1]([C:3]1[CH:4]=[CH:5][C:6]([C:9]2[CH:14]=[CH:13][N:12]=[C:11]([C:15]([O:17][CH3:18])=[O:16])[CH:10]=2)=[CH:7][CH:8]=1)#[CH:20]. The yield is 0.339. (4) The reactants are [CH3:1][C:2]([C:9]1[NH:10][C:11]2[C:16]([CH:17]=1)=[CH:15][C:14]([N+:18]([O-:20])=[O:19])=[CH:13][CH:12]=2)([CH3:8])[C:3]([O:5]CC)=[O:4].O[Li].O.Cl. The catalyst is C1COCC1.O. The product is [CH3:8][C:2]([C:9]1[NH:10][C:11]2[C:16]([CH:17]=1)=[CH:15][C:14]([N+:18]([O-:20])=[O:19])=[CH:13][CH:12]=2)([CH3:1])[C:3]([OH:5])=[O:4]. The yield is 0.990. (5) The reactants are C(OC([NH:11][C:12]12[CH2:20][CH2:19][CH:16]([CH2:17][CH2:18]1)[CH2:15][N:14]1[C:21](=[O:39])[C:22]([O:30][C:31]([C:33]3[CH:38]=[CH:37][CH:36]=[CH:35][CH:34]=3)=[O:32])=[C:23]([C:25]([O:27][CH2:28][CH3:29])=[O:26])[N:24]=[C:13]21)=O)C1C=CC=CC=1.[ClH:40].[H][H]. The catalyst is C(OCC)(=O)C.CO.[Pd]. The product is [ClH:40].[NH2:11][C:12]12[CH2:20][CH2:19][CH:16]([CH2:17][CH2:18]1)[CH2:15][N:14]1[C:21](=[O:39])[C:22]([O:30][C:31]([C:33]3[CH:34]=[CH:35][CH:36]=[CH:37][CH:38]=3)=[O:32])=[C:23]([C:25]([O:27][CH2:28][CH3:29])=[O:26])[N:24]=[C:13]21. The yield is 0.980. (6) The reactants are [NH:1]1[CH2:4][CH:3]([NH:5][C:6](=[O:20])[C:7]2[CH:12]=[CH:11][C:10]([C:13]3[CH:18]=[CH:17][CH:16]=[C:15]([F:19])[CH:14]=3)=[N:9][CH:8]=2)[CH2:2]1.Cl[C:22]1[N:29]=[C:28]([CH3:30])[CH:27]=[C:26]([CH3:31])[C:23]=1[C:24]#[N:25].C(O)CCC. The catalyst is O.C(Cl)Cl. The product is [C:24]([C:23]1[C:22]([N:1]2[CH2:4][CH:3]([NH:5][C:6](=[O:20])[C:7]3[CH:12]=[CH:11][C:10]([C:13]4[CH:18]=[CH:17][CH:16]=[C:15]([F:19])[CH:14]=4)=[N:9][CH:8]=3)[CH2:2]2)=[N:29][C:28]([CH3:30])=[CH:27][C:26]=1[CH3:31])#[N:25]. The yield is 0.770.